This data is from Forward reaction prediction with 1.9M reactions from USPTO patents (1976-2016). The task is: Predict the product of the given reaction. (1) Given the reactants [Br:1][C:2]1[CH:3]=[CH:4][CH:5]=[C:6]2C=1N[C:8](=O)[CH2:7]2.[C:12](=O)([O-])[O-].[Cs+].[Cs+].IC.[CH3:20][N:21]([CH:23]=[O:24])[CH3:22], predict the reaction product. The product is: [Br:1][C:2]1[CH:3]=[CH:4][CH:5]=[C:6]2[C:20]=1[N:21]([CH3:22])[C:23](=[O:24])[C:7]2([CH3:8])[CH3:12]. (2) The product is: [OH:23][C:20]([C:17]1[CH:18]=[CH:19][C:14]([C:13]([NH:12][C:4]2[CH:3]=[C:2]([N:31]3[CH2:32][CH2:33][CH2:34][C@@H:29]([C:27]([NH:26][CH3:25])=[O:28])[CH2:30]3)[N:7]3[N:8]=[C:9]([CH3:11])[CH:10]=[C:6]3[N:5]=2)=[O:24])=[CH:15][CH:16]=1)([CH3:22])[CH3:21]. Given the reactants Cl[C:2]1[N:7]2[N:8]=[C:9]([CH3:11])[CH:10]=[C:6]2[N:5]=[C:4]([NH:12][C:13](=[O:24])[C:14]2[CH:19]=[CH:18][C:17]([C:20]([OH:23])([CH3:22])[CH3:21])=[CH:16][CH:15]=2)[CH:3]=1.[CH3:25][NH:26][C:27]([C@@H:29]1[CH2:34][CH2:33][CH2:32][NH:31][CH2:30]1)=[O:28], predict the reaction product. (3) Given the reactants C1([CH:7]([NH:19][C:20]2[CH:21]=[CH:22][C:23]([C:26]([OH:28])=O)=[N:24][CH:25]=2)[C:8]2[O:9][C:10]3[CH:17]=[CH:16][C:15]([F:18])=[CH:14][C:11]=3[C:12]=2[CH3:13])CCCCC1.[CH3:29][NH:30][CH2:31][CH2:32][C:33]([O:35][CH2:36][CH3:37])=[O:34].O.ON1[C:44]2[CH:45]=[CH:46][CH:47]=[CH:48][C:43]=2N=N1.Cl.C(N=C=NCCCN(C)C)C.[Cl-].[NH4+], predict the reaction product. The product is: [CH:43]1([CH:7]([NH:19][C:20]2[CH:21]=[CH:22][C:23]([C:26]([N:30]([CH3:29])[CH2:31][CH2:32][C:33]([O:35][CH2:36][CH3:37])=[O:34])=[O:28])=[N:24][CH:25]=2)[C:8]2[O:9][C:10]3[CH:17]=[CH:16][C:15]([F:18])=[CH:14][C:11]=3[C:12]=2[CH3:13])[CH2:48][CH2:47][CH2:46][CH2:45][CH2:44]1. (4) Given the reactants C(OC(=O)[NH:7][C:8]1[CH:13]=[C:12]([O:14][CH3:15])[C:11]([C:16]([F:19])([F:18])[F:17])=[CH:10][C:9]=1[NH:20][C:21](=[O:37])[CH2:22][C:23]([C:25]1[CH:30]=[CH:29][CH:28]=[C:27]([C:31]2[O:35][N:34]=[C:33]([CH3:36])[CH:32]=2)[CH:26]=1)=O)(C)(C)C.C(O)(C(F)(F)F)=O, predict the reaction product. The product is: [CH3:15][O:14][C:12]1[C:11]([C:16]([F:19])([F:18])[F:17])=[CH:10][C:9]2[NH:20][C:21](=[O:37])[CH2:22][C:23]([C:25]3[CH:30]=[CH:29][CH:28]=[C:27]([C:31]4[O:35][N:34]=[C:33]([CH3:36])[CH:32]=4)[CH:26]=3)=[N:7][C:8]=2[CH:13]=1. (5) Given the reactants [OH-].[Na+].C[O:4][C:5](=[O:48])[CH:6]([O:14][C:15]1[CH:24]=[CH:23][C:22]2[C:17](=[CH:18][CH:19]=[C:20]([CH2:25][N:26]([CH3:46])[C:27]([C:29]3[O:30][C:31]4[CH:45]=[CH:44][CH:43]=[CH:42][C:32]=4[C:33]=3[CH2:34][CH2:35][C:36]3[CH:41]=[CH:40][CH:39]=[CH:38][CH:37]=3)=[O:28])[CH:21]=2)[C:16]=1[Br:47])[CH2:7][C:8]1[CH:13]=[CH:12][CH:11]=[CH:10][CH:9]=1.O.Cl, predict the reaction product. The product is: [Br:47][C:16]1[C:17]2[C:22](=[CH:21][C:20]([CH2:25][N:26]([CH3:46])[C:27]([C:29]3[O:30][C:31]4[CH:45]=[CH:44][CH:43]=[CH:42][C:32]=4[C:33]=3[CH2:34][CH2:35][C:36]3[CH:41]=[CH:40][CH:39]=[CH:38][CH:37]=3)=[O:28])=[CH:19][CH:18]=2)[CH:23]=[CH:24][C:15]=1[O:14][CH:6]([CH2:7][C:8]1[CH:9]=[CH:10][CH:11]=[CH:12][CH:13]=1)[C:5]([OH:48])=[O:4].